From a dataset of Catalyst prediction with 721,799 reactions and 888 catalyst types from USPTO. Predict which catalyst facilitates the given reaction. (1) Reactant: [NH2:1][C:2]1[CH:3]=[C:4]([C:7]([O:9][CH3:10])=[O:8])[S:5][CH:6]=1.Cl.[N:12]([O-])=O.[Na+].C([O-])([O-])=O.[K+].[K+].[CH3:22][NH:23][CH3:24]. Product: [CH3:22][N:23]([N:12]=[N:1][C:2]1[CH:3]=[C:4]([C:7]([O:9][CH3:10])=[O:8])[S:5][CH:6]=1)[CH3:24]. The catalyst class is: 6. (2) Reactant: [F:1][C:2]1([F:43])[CH2:5][CH:4]([C:6]2[CH:11]=[C:10]([CH2:12][N:13]3[CH2:16][C:15]4([CH2:20][C:19]([N:21]5[CH2:26][CH2:25][C:24]([CH3:32])([C:27]([O:29]CC)=[O:28])[CH2:23][CH2:22]5)=[N:18][O:17]4)[CH2:14]3)[CH:9]=[C:8]([O:33][CH2:34][CH3:35])[C:7]=2[C:36]2[CH:41]=[CH:40][C:39]([F:42])=[CH:38][CH:37]=2)[CH2:3]1.[OH-].[Na+].C(O)C.Cl. Product: [F:43][C:2]1([F:1])[CH2:5][CH:4]([C:6]2[CH:11]=[C:10]([CH2:12][N:13]3[CH2:14][C:15]4([CH2:20][C:19]([N:21]5[CH2:22][CH2:23][C:24]([CH3:32])([C:27]([OH:29])=[O:28])[CH2:25][CH2:26]5)=[N:18][O:17]4)[CH2:16]3)[CH:9]=[C:8]([O:33][CH2:34][CH3:35])[C:7]=2[C:36]2[CH:37]=[CH:38][C:39]([F:42])=[CH:40][CH:41]=2)[CH2:3]1. The catalyst class is: 476. (3) Reactant: [Cl:1][C:2]1[CH:3]=[C:4]([N:8]([CH2:10][C:11]2[CH:12]=[C:13]([C:16]([C:18]3[C:19]([NH:24][C@H:25]4[CH2:29][C@H:28]([O:30][Si](C(C)C)(C(C)C)C(C)C)[C@@H:27]([CH2:41][OH:42])[CH2:26]4)=[N:20][CH:21]=[N:22][CH:23]=3)=[O:17])[S:14][CH:15]=2)[CH3:9])[CH:5]=[CH:6][CH:7]=1.C(N(CC)CC)C.Cl[S:51]([NH2:54])(=[O:53])=[O:52].Cl. Product: [S:51](=[O:53])(=[O:52])([O:42][CH2:41][C@H:27]1[CH2:26][C@@H:25]([NH:24][C:19]2[C:18]([C:16]([C:13]3[S:14][CH:15]=[C:11]([CH2:10][N:8]([C:4]4[CH:5]=[CH:6][CH:7]=[C:2]([Cl:1])[CH:3]=4)[CH3:9])[CH:12]=3)=[O:17])=[CH:23][N:22]=[CH:21][N:20]=2)[CH2:29][C@@H:28]1[OH:30])[NH2:54]. The catalyst class is: 3.